The task is: Binary Classification. Given a T-cell receptor sequence (or CDR3 region) and an epitope sequence, predict whether binding occurs between them.. This data is from TCR-epitope binding with 47,182 pairs between 192 epitopes and 23,139 TCRs. (1) The epitope is VLWAHGFEL. The TCR CDR3 sequence is CASSLGWGPSEQYF. Result: 1 (the TCR binds to the epitope). (2) The epitope is EEHVQIHTI. The TCR CDR3 sequence is CASSSIWTSGREETQYF. Result: 0 (the TCR does not bind to the epitope). (3) The epitope is GPGHKARVL. The TCR CDR3 sequence is CASSQLFNLGQGFPGNTIYF. Result: 0 (the TCR does not bind to the epitope).